Dataset: Catalyst prediction with 721,799 reactions and 888 catalyst types from USPTO. Task: Predict which catalyst facilitates the given reaction. (1) Reactant: N1C=CC=[C:3]([C:7]2[S:8][CH:9]=[C:10](C(O)=O)[N:11]=2)C=1.C1N=CN(C(N2C=NC=C2)=O)C=1.Cl.Cl.[NH2:29][C:30]1[C:38]([NH2:39])=[CH:37][CH:36]=[CH:35][C:31]=1[C:32]([NH2:34])=[O:33].[N:40]1[CH:45]=[CH:44][CH:43]=[CH:42][CH:41]=1. Product: [N:40]1[CH:45]=[CH:44][CH:43]=[C:42]([C:10]2[N:11]=[C:7]([C:3]3[NH:39][C:38]4[CH:37]=[CH:36][CH:35]=[C:31]([C:32]([NH2:34])=[O:33])[C:30]=4[N:29]=3)[S:8][CH:9]=2)[CH:41]=1. The catalyst class is: 3. (2) Reactant: [CH3:1][C:2]1[CH:3]=[C:4]([CH:7]=[CH:8][C:9]=1[N+:10]([O-:12])=[O:11])[CH2:5]Cl.CN(C=O)C.[C:18]1(=[O:28])[NH:22][C:21](=[O:23])[C:20]2=[CH:24][CH:25]=[CH:26][CH:27]=[C:19]12.[K]. Product: [CH3:1][C:2]1[CH:3]=[C:4]([CH:7]=[CH:8][C:9]=1[N+:10]([O-:12])=[O:11])[CH2:5][N:22]1[C:18](=[O:28])[C:19]2[C:20](=[CH:24][CH:25]=[CH:26][CH:27]=2)[C:21]1=[O:23]. The catalyst class is: 6. (3) Reactant: [CH2:1]([N:8]([CH2:13][C:14]1[CH:19]=[CH:18][CH:17]=[CH:16][CH:15]=1)[C:9](=[O:12])[CH:10]=[CH2:11])[C:2]1[CH:7]=[CH:6][CH:5]=[CH:4][CH:3]=1.CO[CH2:22][N:23]([C@@H:29]([CH3:36])[C:30]1[CH:35]=[CH:34][CH:33]=[CH:32][CH:31]=1)[CH2:24][Si](C)(C)C.FC(F)(F)C(O)=O. Product: [CH2:13]([N:8]([CH2:1][C:2]1[CH:7]=[CH:6][CH:5]=[CH:4][CH:3]=1)[C:9]([CH:10]1[CH2:11][CH2:22][N:23]([C@H:29]([C:30]2[CH:31]=[CH:32][CH:33]=[CH:34][CH:35]=2)[CH3:36])[CH2:24]1)=[O:12])[C:14]1[CH:15]=[CH:16][CH:17]=[CH:18][CH:19]=1. The catalyst class is: 4. (4) Reactant: Br[C:2]1[CH:16]=[C:15]([CH:17]=[O:18])[CH:14]=[CH:13][C:3]=1[O:4][CH2:5][C:6]([O:8][C:9]([CH3:12])([CH3:11])[CH3:10])=[O:7].[F:19][C:20]1[CH:21]=[C:22]([CH:25]=[C:26](B2OC(C)(C)C(C)(C)O2)[CH:27]=1)[C:23]#[N:24].C([O-])([O-])=O.[Na+].[Na+]. Product: [C:23]([C:22]1[CH:25]=[C:26]([C:2]2[CH:16]=[C:15]([CH:17]=[O:18])[CH:14]=[CH:13][C:3]=2[O:4][CH2:5][C:6]([O:8][C:9]([CH3:12])([CH3:11])[CH3:10])=[O:7])[CH:27]=[C:20]([F:19])[CH:21]=1)#[N:24]. The catalyst class is: 70.